Task: Predict the reaction yield, written as a fraction of the theoretical maximum amount of product (1.0 means a 100% yield; for example, 0.34 means a 34% yield).. Dataset: Reaction yield outcomes from USPTO patents with 853,638 reactions The reactants are Br[C:2]1[CH:11]=[C:10]2[C:5]([C:6]([Cl:12])=[CH:7][CH:8]=[N:9]2)=[CH:4][C:3]=1[O:13][CH3:14].CCN(C(C)C)C(C)C.CC1(C)C2C(=C(P(C3C=CC=CC=3)C3C=CC=CC=3)C=CC=2)OC2C(P(C3C=CC=CC=3)C3C=CC=CC=3)=CC=CC1=2.[CH2:66]([SH:73])[C:67]1[CH:72]=[CH:71][CH:70]=[CH:69][CH:68]=1. The catalyst is C1C=CC(/C=C/C(/C=C/C2C=CC=CC=2)=O)=CC=1.C1C=CC(/C=C/C(/C=C/C2C=CC=CC=2)=O)=CC=1.C1C=CC(/C=C/C(/C=C/C2C=CC=CC=2)=O)=CC=1.[Pd].[Pd].O1CCOCC1. The product is [CH2:66]([S:73][C:2]1[CH:11]=[C:10]2[C:5]([C:6]([Cl:12])=[CH:7][CH:8]=[N:9]2)=[CH:4][C:3]=1[O:13][CH3:14])[C:67]1[CH:72]=[CH:71][CH:70]=[CH:69][CH:68]=1. The yield is 1.00.